Dataset: Full USPTO retrosynthesis dataset with 1.9M reactions from patents (1976-2016). Task: Predict the reactants needed to synthesize the given product. Given the product [CH2:1]([C:5]1[N:6]=[C:7]([CH3:27])[N:8]([C:34]2[CH:35]=[CH:36][C:31]([O:30][CH2:28][CH3:29])=[CH:32][CH:33]=2)[C:9](=[O:26])[C:10]=1[CH2:11][C:12]1[CH:17]=[CH:16][C:15]([C:18]2[C:19]([C:24]#[N:25])=[CH:20][CH:21]=[CH:22][CH:23]=2)=[CH:14][CH:13]=1)[CH2:2][CH2:3][CH3:4], predict the reactants needed to synthesize it. The reactants are: [CH2:1]([C:5]1[N:6]=[C:7]([CH3:27])[NH:8][C:9](=[O:26])[C:10]=1[CH2:11][C:12]1[CH:17]=[CH:16][C:15]([C:18]2[C:19]([C:24]#[N:25])=[CH:20][CH:21]=[CH:22][CH:23]=2)=[CH:14][CH:13]=1)[CH2:2][CH2:3][CH3:4].[CH2:28]([O:30][C:31]1[CH:36]=[CH:35][C:34](B(O)O)=[CH:33][CH:32]=1)[CH3:29].C(N(CC)CC)C.N1C=CC=CC=1.